From a dataset of Reaction yield outcomes from USPTO patents with 853,638 reactions. Predict the reaction yield, written as a fraction of the theoretical maximum amount of product (1.0 means a 100% yield; for example, 0.34 means a 34% yield). (1) The reactants are [NH2:1][C:2]1[C:3]2[C:10]([C:11](=[S:13])[NH2:12])=[CH:9][N:8]([C@H:14]3[C@@:18]([OH:20])([CH3:19])[CH:17]([OH:21])[CH:16]([CH2:22][OH:23])[O:15]3)[C:4]=2[N:5]=[CH:6][N:7]=1.C([Mg]Cl)(C)(C)C.Cl[C:31]1[CH:46]=[CH:45][CH:44]=[CH:43][C:32]=1[O:33][P:34](=[N:36][C@@H:37]([CH3:42])[C:38]([O:40][CH3:41])=[O:39])=[O:35]. The catalyst is C1COCC1. The product is [NH2:1][C:2]1[C:3]2[C:10]([C:11](=[S:13])[NH2:12])=[CH:9][N:8]([C@@H:14]3[O:15][CH:16]([CH2:22][O:23][C:43]4[CH:44]=[CH:45][CH:46]=[CH:31][C:32]=4[O:33][P:34](=[N:36][C@@H:37]([CH3:42])[C:38]([O:40][CH3:41])=[O:39])=[O:35])[CH:17]([OH:21])[C@:18]3([OH:20])[CH3:19])[C:4]=2[N:5]=[CH:6][N:7]=1. The yield is 0.230. (2) The reactants are Br[C:2]1[C:15]([CH3:16])=[C:14]([C:17]#[N:18])[C:5]2[N:6]=[C:7]([C:9]([N:11]([CH3:13])[CH3:12])=[O:10])[O:8][C:4]=2[C:3]=1[F:19].[F:20][C:21]1[CH:22]=[C:23](B(O)O)[CH:24]=[CH:25][CH:26]=1.P([O-])([O-])([O-])=O.[K+].[K+].[K+].[Cl-].[NH4+]. The catalyst is O1CCOCC1.C1C=CC([P]([Pd]([P](C2C=CC=CC=2)(C2C=CC=CC=2)C2C=CC=CC=2)([P](C2C=CC=CC=2)(C2C=CC=CC=2)C2C=CC=CC=2)[P](C2C=CC=CC=2)(C2C=CC=CC=2)C2C=CC=CC=2)(C2C=CC=CC=2)C2C=CC=CC=2)=CC=1.C(OCC)(=O)C. The product is [C:17]([C:14]1[C:5]2[N:6]=[C:7]([C:9]([N:11]([CH3:13])[CH3:12])=[O:10])[O:8][C:4]=2[C:3]([F:19])=[C:2]([C:25]2[CH:24]=[CH:23][CH:22]=[C:21]([F:20])[CH:26]=2)[C:15]=1[CH3:16])#[N:18]. The yield is 0.360. (3) The reactants are C(OC(=O)[N:10]([CH2:18][CH2:19][CH2:20][C@@H:21]([NH:29][C:30]([O:32]C(C)(C)C)=O)[CH2:22][C:23]1[CH:28]=[CH:27][CH:26]=[CH:25][CH:24]=1)[CH2:11][CH2:12][N:13]1[CH2:17][CH2:16][CH2:15][CH2:14]1)C1C=CC=CC=1.COC(=O)[CH2:41][CH2:42][C@@H:43]([NH:51]C(OC(C)(C)C)=O)[CH2:44][C:45]1C=CC=CC=1.[CH3:65][CH:66]([CH2:68][AlH][CH2:65][CH:66]([CH3:68])[CH3:67])[CH3:67].Cl.[C:70]1(C)[CH:75]=CC=C[CH:71]=1. No catalyst specified. The product is [CH2:22]([C@H:21]([NH:29][C:30]([NH:51][C:43]1[CH:44]=[CH:45][C:68]([C:66]2[CH:65]=[CH:75][CH:70]=[CH:71][CH:67]=2)=[CH:41][CH:42]=1)=[O:32])[CH2:20][CH2:19][CH2:18][NH:10][CH2:11][CH2:12][N:13]1[CH2:14][CH2:15][CH2:16][CH2:17]1)[C:23]1[CH:24]=[CH:25][CH:26]=[CH:27][CH:28]=1. The yield is 0.880. (4) The reactants are Cl[C:2]1[CH:11]=[N:10][C:9]2[C:4](=[CH:5][C:6]([F:12])=[CH:7][CH:8]=2)[N:3]=1.[CH3:13][O-:14].[Na+]. The catalyst is CO. The product is [F:12][C:6]1[CH:5]=[C:4]2[C:9]([N:10]=[CH:11][C:2]([O:14][CH3:13])=[N:3]2)=[CH:8][CH:7]=1. The yield is 0.880. (5) The reactants are O.[OH-].[Cs+].[Cl:4][C:5]1[N:10]=[C:9]([CH2:11][S:12]([CH3:21])(=[O:20])=[N:13]C(=O)C(F)(F)F)[CH:8]=[C:7]([N:22]2[CH2:27][CH2:26][O:25][CH2:24][C@H:23]2[CH3:28])[N:6]=1.Br[CH2:30][CH2:31]Br. The catalyst is [Br-].C([N+](CCCCCCCC)(CCCCCCCC)CCCCCCCC)CCCCCCC.CN1C2C(N=C(N)NC=2NCC1CNC1C=CC(C(NC(C(O)=O)CCC(O)=O)=O)=CC=1)=O. The product is [Cl:4][C:5]1[N:6]=[C:7]([N:22]2[CH2:27][CH2:26][O:25][CH2:24][C@H:23]2[CH3:28])[CH:8]=[C:9]([C:11]2([S@@:12]([CH3:21])(=[NH:13])=[O:20])[CH2:31][CH2:30]2)[N:10]=1. The yield is 0.440. (6) The reactants are OC(C(F)(F)F)=O.[C:8]([O:12][C:13]([N:15]([CH2:21][C:22]([O:24][CH2:25][CH3:26])=[O:23])[CH:16]([CH3:20])[C:17]([OH:19])=O)=[O:14])([CH3:11])([CH3:10])[CH3:9].CCN=C=NCCCN(C)C.C1C=CC2N(O)N=NC=2C=1.[CH2:48]([O:50][C:51](=[O:69])[CH2:52][C@H:53]([NH2:68])[CH2:54][C:55]1[CH:60]=[CH:59][C:58]([C:61]2[CH:66]=[CH:65][CH:64]=[C:63]([Cl:67])[CH:62]=2)=[CH:57][CH:56]=1)[CH3:49]. The catalyst is C1COCC1.C(#N)C.O. The product is [CH2:48]([O:50][C:51](=[O:69])[CH2:52][C@H:53]([NH:68][C:17](=[O:19])[CH:16]([N:15]([C:13]([O:12][C:8]([CH3:9])([CH3:10])[CH3:11])=[O:14])[CH2:21][C:22]([O:24][CH2:25][CH3:26])=[O:23])[CH3:20])[CH2:54][C:55]1[CH:60]=[CH:59][C:58]([C:61]2[CH:66]=[CH:65][CH:64]=[C:63]([Cl:67])[CH:62]=2)=[CH:57][CH:56]=1)[CH3:49]. The yield is 0.710.